Dataset: Forward reaction prediction with 1.9M reactions from USPTO patents (1976-2016). Task: Predict the product of the given reaction. (1) Given the reactants [I:1][C:2]1[CH:14]=C[C:12]2[C:11]3[C:6](=[CH:7][C:8]([I:15])=[CH:9][CH:10]=3)C[C:4]=2[CH:3]=1.IC.[CH3:18][C:19]([O-])([CH3:21])[CH3:20].[Na+].O, predict the reaction product. The product is: [CH3:18][C:19]1([CH3:21])[C:10]2[CH:9]=[C:8]([I:15])[CH:7]=[CH:6][C:11]=2[C:12]2[C:20]1=[CH:14][C:2]([I:1])=[CH:3][CH:4]=2. (2) Given the reactants [C:1]([C:3]1[CH:4]=[C:5]([CH:9]=[CH:10][C:11]=1[O:12][CH:13]([CH3:15])[CH3:14])[C:6]([OH:8])=O)#[N:2].C1C=CC2N(O)N=NC=2C=1.C(Cl)CCl.O[NH:31][C:32]([C:34]1[CH:35]=[CH:36][C:37]2[O:41][CH:40]=[CH:39][C:38]=2[CH:42]=1)=[NH:33], predict the reaction product. The product is: [O:41]1[C:37]2[CH:36]=[CH:35][C:34]([C:32]3[N:31]=[C:6]([C:5]4[CH:9]=[CH:10][C:11]([O:12][CH:13]([CH3:15])[CH3:14])=[C:3]([CH:4]=4)[C:1]#[N:2])[O:8][N:33]=3)=[CH:42][C:38]=2[CH:39]=[CH:40]1. (3) Given the reactants [C:1]([C:5]1[CH:10]=[CH:9][CH:8]=[C:7]([C:11]([CH3:14])([CH3:13])[CH3:12])[C:6]=1O)([CH3:4])([CH3:3])[CH3:2].C1([OH:22])C=CC=CC=1, predict the reaction product. The product is: [C:1]([C:5]1[CH:6]=[C:7]([C:11]([CH3:14])([CH3:13])[CH3:12])[CH:8]=[CH:9][C:10]=1[OH:22])([CH3:4])([CH3:3])[CH3:2]. (4) Given the reactants [Cl:1][CH2:2][C:3](=[O:22])[C@@H:4]([NH:14][C:15](=[O:21])[O:16][C:17]([CH3:20])([CH3:19])[CH3:18])[CH2:5][C:6]1[CH:11]=[C:10]([F:12])[CH:9]=[C:8]([F:13])[CH:7]=1.C1COCC1.[BH4-].[Na+], predict the reaction product. The product is: [Cl:1][CH2:2][C@@H:3]([OH:22])[C@@H:4]([NH:14][C:15](=[O:21])[O:16][C:17]([CH3:18])([CH3:19])[CH3:20])[CH2:5][C:6]1[CH:7]=[C:8]([F:13])[CH:9]=[C:10]([F:12])[CH:11]=1. (5) Given the reactants [C:1](=[O:12])([O:7][C:8]([CH3:11])([CH3:10])[CH3:9])OC(C)(C)C.[NH:13]1[CH2:18][CH2:17][CH:16]([CH2:19][CH2:20][OH:21])[CH2:15][CH2:14]1, predict the reaction product. The product is: [OH:21][CH2:20][CH2:19][CH:16]1[CH2:17][CH2:18][N:13]([C:1]([O:7][C:8]([CH3:9])([CH3:10])[CH3:11])=[O:12])[CH2:14][CH2:15]1. (6) The product is: [Cl:1][C:2]1[N:7]=[C:6]([N:8]([C:16]2[CH:21]=[CH:20][CH:19]=[C:18]([NH:22][OH:23])[CH:17]=2)[C:9](=[O:15])[O:10][C:11]([CH3:14])([CH3:13])[CH3:12])[C:5]([F:25])=[CH:4][N:3]=1. Given the reactants [Cl:1][C:2]1[N:7]=[C:6]([N:8]([C:16]2[CH:21]=[CH:20][CH:19]=[C:18]([N+:22]([O-])=[O:23])[CH:17]=2)[C:9](=[O:15])[O:10][C:11]([CH3:14])([CH3:13])[CH3:12])[C:5]([F:25])=[CH:4][N:3]=1.CC(C)=O.[NH4+].[Cl-].CCCCCC.C(OCC)(=O)C, predict the reaction product. (7) The product is: [O:47]1[CH2:51][CH2:50][CH:49]([CH2:52][NH:53][C:11]([C:8]2[CH:7]=[C:6]([CH2:5][O:4][C:3]3[CH:14]=[CH:15][CH:16]=[CH:17][C:2]=3[Cl:1])[O:10][N:9]=2)=[O:13])[CH2:48]1. Given the reactants [Cl:1][C:2]1[CH:17]=[CH:16][CH:15]=[CH:14][C:3]=1[O:4][CH2:5][C:6]1[O:10][N:9]=[C:8]([C:11]([OH:13])=O)[CH:7]=1.C(N(CC)CC)C.Cl.C(N=C=NCCCN(C)C)C.ON1C2C=CC=CC=2N=N1.[O:47]1[CH2:51][CH2:50][CH:49]([CH2:52][NH2:53])[CH2:48]1, predict the reaction product. (8) Given the reactants [F:1][C:2]([F:7])([F:6])[CH2:3][CH2:4][OH:5].C1(P(C2C=CC=CC=2)C2C=CC=CC=2)C=CC=CC=1.N(C(OC(C)C)=O)=NC(OC(C)C)=O.[Cl:41][C:42]1[C:51](O)=[CH:50][C:45]([C:46]([O:48][CH3:49])=[O:47])=[CH:44][N:43]=1, predict the reaction product. The product is: [Cl:41][C:42]1[C:51]([O:5][CH2:4][CH2:3][C:2]([F:7])([F:6])[F:1])=[CH:50][C:45]([C:46]([O:48][CH3:49])=[O:47])=[CH:44][N:43]=1.